From a dataset of Forward reaction prediction with 1.9M reactions from USPTO patents (1976-2016). Predict the product of the given reaction. Given the reactants [NH2:1][C:2]1[N:10]=[C:9]([O:11][C@@H:12]([CH3:16])[CH2:13][CH2:14][CH3:15])[N:8]=[C:7]2[C:3]=1[N:4]=[C:5]([O:35][CH3:36])[N:6]2[CH2:17][CH2:18][CH2:19][CH2:20][CH2:21][N:22]1[CH2:27][CH2:26][N:25](C(OC(C)(C)C)=O)[CH2:24][CH2:23]1.Cl[CH2:38][CH2:39][CH2:40]CCN1C(OC)=NC2C1=NC(O[C@@H](C)CCC)=NC=2N.CC(N1CCNCC1)C, predict the reaction product. The product is: [CH3:16][C@H:12]([O:11][C:9]1[N:8]=[C:7]2[C:3]([N:4]=[C:5]([O:35][CH3:36])[N:6]2[CH2:17][CH2:18][CH2:19][CH2:20][CH2:21][N:22]2[CH2:23][CH2:24][N:25]([CH:39]([CH3:40])[CH3:38])[CH2:26][CH2:27]2)=[C:2]([NH2:1])[N:10]=1)[CH2:13][CH2:14][CH3:15].